This data is from Full USPTO retrosynthesis dataset with 1.9M reactions from patents (1976-2016). The task is: Predict the reactants needed to synthesize the given product. Given the product [CH:24]1([NH:27][C:21]([C:18]2[CH:17]=[CH:16][C:15]([O:14][CH2:13][C:3]3[C:4]([C:7]4[CH:12]=[CH:11][CH:10]=[CH:9][N:8]=4)=[N:5][O:6][C:2]=3[CH3:1])=[CH:20][N:19]=2)=[O:23])[CH2:26][CH2:25]1, predict the reactants needed to synthesize it. The reactants are: [CH3:1][C:2]1[O:6][N:5]=[C:4]([C:7]2[CH:12]=[CH:11][CH:10]=[CH:9][N:8]=2)[C:3]=1[CH2:13][O:14][C:15]1[CH:16]=[CH:17][C:18]([C:21]([OH:23])=O)=[N:19][CH:20]=1.[CH:24]1([NH2:27])[CH2:26][CH2:25]1.